From a dataset of Catalyst prediction with 721,799 reactions and 888 catalyst types from USPTO. Predict which catalyst facilitates the given reaction. (1) Reactant: [Cl:1][C:2]1[CH:3]=[C:4]([CH:14]=[CH:15][C:16]=1[C:17]1[S:18][C:19]([C:22]2[N:23]=[C:24]3[C:29]([Cl:30])=[CH:28][C:27]([C:31]([F:34])([F:33])[F:32])=[CH:26][N:25]3[CH:35]=2)=[N:20][N:21]=1)[CH2:5][NH:6]C(=O)OC(C)(C)C. Product: [Cl:1][C:2]1[CH:3]=[C:4]([CH2:5][NH2:6])[CH:14]=[CH:15][C:16]=1[C:17]1[S:18][C:19]([C:22]2[N:23]=[C:24]3[C:29]([Cl:30])=[CH:28][C:27]([C:31]([F:32])([F:34])[F:33])=[CH:26][N:25]3[CH:35]=2)=[N:20][N:21]=1. The catalyst class is: 33. (2) Reactant: Br[CH2:2][CH2:3][CH2:4][CH2:5][C:6]#[N:7].[OH:8][C:9]1[CH:18]=[CH:17][C:12]([C:13]([O:15]C)=[O:14])=[CH:11][CH:10]=1.C(=O)([O-])[O-].[K+].[K+].[OH-].[Na+].Cl. Product: [C:6]([CH2:5][CH2:4][CH2:3][CH2:2][O:8][C:9]1[CH:18]=[CH:17][C:12]([C:13]([OH:15])=[O:14])=[CH:11][CH:10]=1)#[N:7]. The catalyst class is: 18. (3) Reactant: [Cl:1][C:2]1[N:10]=[C:9]2[C:5]([N:6]=[CH:7][N:8]2[CH2:11][CH3:12])=[C:4](Cl)[N:3]=1.[NH:14]1[CH2:19][CH2:18][O:17][CH2:16][CH2:15]1. Product: [Cl:1][C:2]1[N:10]=[C:9]2[C:5]([N:6]=[CH:7][N:8]2[CH2:11][CH3:12])=[C:4]([N:14]2[CH2:19][CH2:18][O:17][CH2:16][CH2:15]2)[N:3]=1. The catalyst class is: 22. (4) Reactant: [CH2:1]([O:8][C:9]1[CH:30]=[C:29]([O:31][CH2:32][O:33][CH2:34][CH3:35])[C:28]([CH:36]([CH3:38])[CH3:37])=[CH:27][C:10]=1/[CH:11]=[N:12]/[NH:13][C:14]([NH:16][C:17]1[CH:18]=[C:19]2[C:23](=[CH:24][CH:25]=1)[N:22]([CH3:26])[CH:21]=[CH:20]2)=[O:15])[C:2]1[CH:7]=[CH:6][CH:5]=[CH:4][CH:3]=1.[OH-].[Na+]. Product: [CH2:1]([O:8][C:9]1[CH:30]=[C:29]([O:31][CH2:32][O:33][CH2:34][CH3:35])[C:28]([CH:36]([CH3:37])[CH3:38])=[CH:27][C:10]=1[C:11]1[N:16]([C:17]2[CH:18]=[C:19]3[C:23](=[CH:24][CH:25]=2)[N:22]([CH3:26])[CH:21]=[CH:20]3)[C:14](=[O:15])[NH:13][N:12]=1)[C:2]1[CH:7]=[CH:6][CH:5]=[CH:4][CH:3]=1. The catalyst class is: 8. (5) Reactant: [Cl:1][C:2]1[CH:3]=[C:4]([CH:29]=[C:30]([Cl:32])[CH:31]=1)[C:5]([NH:7][C:8]1[CH:20]=[C:19]([CH2:21][CH2:22][C:23]2[CH:28]=[CH:27][CH:26]=[CH:25][CH:24]=2)[CH:18]=[CH:17][C:9]=1[C:10]([O:12]C(C)(C)C)=[O:11])=[O:6]. Product: [Cl:1][C:2]1[CH:3]=[C:4]([CH:29]=[C:30]([Cl:32])[CH:31]=1)[C:5]([NH:7][C:8]1[CH:20]=[C:19]([CH2:21][CH2:22][C:23]2[CH:28]=[CH:27][CH:26]=[CH:25][CH:24]=2)[CH:18]=[CH:17][C:9]=1[C:10]([OH:12])=[O:11])=[O:6]. The catalyst class is: 55. (6) Reactant: Cl[C:2]1[CH:7]=[C:6]([Cl:8])[N:5]=[C:4]([N:9]2[CH2:14][CH2:13][O:12][CH2:11][CH2:10]2)[N:3]=1.CC(N(C)C)=O.[C:21]1([NH:27][CH2:28][CH2:29][NH2:30])[CH:26]=[CH:25][CH:24]=[CH:23][CH:22]=1. Product: [Cl:8][C:6]1[N:5]=[C:4]([N:9]2[CH2:14][CH2:13][O:12][CH2:11][CH2:10]2)[N:3]=[C:2]([NH:30][CH2:29][CH2:28][NH:27][C:21]2[CH:26]=[CH:25][CH:24]=[CH:23][CH:22]=2)[CH:7]=1. The catalyst class is: 10. (7) The catalyst class is: 2. Reactant: [NH2:1][C:2]1[C:13]([O:14][C:15]2[CH:20]=[CH:19][CH:18]=[C:17]([O:21]CC3C=CC=CC=3)[CH:16]=2)=[CH:12][C:5]2[N:6]([CH3:11])[C:7](=[O:10])[N:8]([CH3:9])[C:4]=2[CH:3]=1.BrB(Br)Br. Product: [NH2:1][C:2]1[C:13]([O:14][C:15]2[CH:20]=[CH:19][CH:18]=[C:17]([OH:21])[CH:16]=2)=[CH:12][C:5]2[N:6]([CH3:11])[C:7](=[O:10])[N:8]([CH3:9])[C:4]=2[CH:3]=1. (8) Reactant: [CH:1]1([C:4]2[C:12]3[C:8](=[CH:9][N:10]([CH3:13])[N:11]=3)[CH:7]=[C:6]([N+:14]([O-])=O)[CH:5]=2)[CH2:3][CH2:2]1. Product: [CH:1]1([C:4]2[C:12]3[C:8](=[CH:9][N:10]([CH3:13])[N:11]=3)[CH:7]=[C:6]([NH2:14])[CH:5]=2)[CH2:3][CH2:2]1. The catalyst class is: 153. (9) Reactant: [N:1]1[CH:6]=[CH:5][CH:4]=[CH:3][C:2]=1[NH:7][C:8]([N:10]1[C@@H:16]2[CH2:17][N:13]([CH2:14][CH2:15]2)[C:12]2[CH:18]=[CH:19][C:20]([C:22](O)=[O:23])=[N:21][C:11]1=2)=[O:9].CN(C(ON1N=NC2C=CC=NC1=2)=[N+](C)C)C.F[P-](F)(F)(F)(F)F.CCN(C(C)C)C(C)C.[NH2:58][CH2:59][CH2:60][OH:61]. Product: [OH:61][CH2:60][CH2:59][NH:58][C:22]([C:20]1[CH:19]=[CH:18][C:12]2[N:13]3[CH2:17][C@H:16]([CH2:15][CH2:14]3)[N:10]([C:8]([NH:7][C:2]3[CH:3]=[CH:4][CH:5]=[CH:6][N:1]=3)=[O:9])[C:11]=2[N:21]=1)=[O:23]. The catalyst class is: 9. (10) Reactant: [CH2:1]([C@H:4]1[C@@H:8]([OH:9])[CH2:7][O:6][C:5]1=[O:10])[CH:2]=[CH2:3].N1C=CN=C1.[Si:16](Cl)([C:19]([CH3:22])([CH3:21])[CH3:20])([CH3:18])[CH3:17]. Product: [CH2:1]([C@H:4]1[C@@H:8]([O:9][Si:16]([C:19]([CH3:22])([CH3:21])[CH3:20])([CH3:18])[CH3:17])[CH2:7][O:6][C:5]1=[O:10])[CH:2]=[CH2:3]. The catalyst class is: 9.